From a dataset of NCI-60 drug combinations with 297,098 pairs across 59 cell lines. Regression. Given two drug SMILES strings and cell line genomic features, predict the synergy score measuring deviation from expected non-interaction effect. (1) Drug 1: C1=CC(=CC=C1CCCC(=O)O)N(CCCl)CCCl. Drug 2: CC(C1=C(C=CC(=C1Cl)F)Cl)OC2=C(N=CC(=C2)C3=CN(N=C3)C4CCNCC4)N. Cell line: OVCAR-5. Synergy scores: CSS=9.62, Synergy_ZIP=-7.05, Synergy_Bliss=-4.57, Synergy_Loewe=-8.43, Synergy_HSA=-4.52. (2) Drug 1: CS(=O)(=O)C1=CC(=C(C=C1)C(=O)NC2=CC(=C(C=C2)Cl)C3=CC=CC=N3)Cl. Drug 2: CN(C)C1=NC(=NC(=N1)N(C)C)N(C)C. Cell line: SK-MEL-2. Synergy scores: CSS=-7.38, Synergy_ZIP=3.35, Synergy_Bliss=3.08, Synergy_Loewe=-3.06, Synergy_HSA=-2.23. (3) Drug 1: CC1OCC2C(O1)C(C(C(O2)OC3C4COC(=O)C4C(C5=CC6=C(C=C35)OCO6)C7=CC(=C(C(=C7)OC)O)OC)O)O. Drug 2: CC1=C(C(=CC=C1)Cl)NC(=O)C2=CN=C(S2)NC3=CC(=NC(=N3)C)N4CCN(CC4)CCO. Cell line: TK-10. Synergy scores: CSS=44.7, Synergy_ZIP=-3.52, Synergy_Bliss=-1.58, Synergy_Loewe=0.324, Synergy_HSA=3.43. (4) Drug 1: CCC1(CC2CC(C3=C(CCN(C2)C1)C4=CC=CC=C4N3)(C5=C(C=C6C(=C5)C78CCN9C7C(C=CC9)(C(C(C8N6C)(C(=O)OC)O)OC(=O)C)CC)OC)C(=O)OC)O.OS(=O)(=O)O. Drug 2: C1CCC(C(C1)N)N.C(=O)(C(=O)[O-])[O-].[Pt+4]. Cell line: OVCAR-8. Synergy scores: CSS=9.53, Synergy_ZIP=-4.55, Synergy_Bliss=1.10, Synergy_Loewe=-2.06, Synergy_HSA=-1.55. (5) Drug 1: C1CCC(C1)C(CC#N)N2C=C(C=N2)C3=C4C=CNC4=NC=N3. Drug 2: C1=CC(=CC=C1CCC2=CNC3=C2C(=O)NC(=N3)N)C(=O)NC(CCC(=O)O)C(=O)O. Cell line: DU-145. Synergy scores: CSS=20.1, Synergy_ZIP=-5.71, Synergy_Bliss=0.206, Synergy_Loewe=-1.52, Synergy_HSA=3.23. (6) Drug 1: C1=CC(=CC=C1CCCC(=O)O)N(CCCl)CCCl. Drug 2: CN1C2=C(C=C(C=C2)N(CCCl)CCCl)N=C1CCCC(=O)O.Cl. Cell line: NCI-H522. Synergy scores: CSS=19.3, Synergy_ZIP=-9.71, Synergy_Bliss=-7.89, Synergy_Loewe=-4.72, Synergy_HSA=-3.05. (7) Drug 1: COC1=C(C=C2C(=C1)N=CN=C2NC3=CC(=C(C=C3)F)Cl)OCCCN4CCOCC4. Drug 2: C(CC(=O)O)C(=O)CN.Cl. Cell line: CAKI-1. Synergy scores: CSS=46.7, Synergy_ZIP=-7.83, Synergy_Bliss=-6.97, Synergy_Loewe=-34.3, Synergy_HSA=-4.12. (8) Drug 1: C(=O)(N)NO. Drug 2: CCC1(C2=C(COC1=O)C(=O)N3CC4=CC5=C(C=CC(=C5CN(C)C)O)N=C4C3=C2)O.Cl. Cell line: NCI/ADR-RES. Synergy scores: CSS=24.4, Synergy_ZIP=0.216, Synergy_Bliss=2.88, Synergy_Loewe=-23.8, Synergy_HSA=-1.00. (9) Drug 1: C1CN1C2=NC(=NC(=N2)N3CC3)N4CC4. Drug 2: C(=O)(N)NO. Cell line: PC-3. Synergy scores: CSS=14.1, Synergy_ZIP=4.81, Synergy_Bliss=7.13, Synergy_Loewe=-5.52, Synergy_HSA=2.46. (10) Drug 1: CS(=O)(=O)C1=CC(=C(C=C1)C(=O)NC2=CC(=C(C=C2)Cl)C3=CC=CC=N3)Cl. Drug 2: CC1OCC2C(O1)C(C(C(O2)OC3C4COC(=O)C4C(C5=CC6=C(C=C35)OCO6)C7=CC(=C(C(=C7)OC)O)OC)O)O. Cell line: TK-10. Synergy scores: CSS=30.8, Synergy_ZIP=0.561, Synergy_Bliss=2.45, Synergy_Loewe=-6.70, Synergy_HSA=3.66.